From a dataset of Forward reaction prediction with 1.9M reactions from USPTO patents (1976-2016). Predict the product of the given reaction. (1) Given the reactants BrC1N2C(C=NC(S(C)=O)=N2)=CC=1.[Br:14][C:15]1[N:23]2[C:18]([CH:19]=[N:20][C:21]([NH:24][C:25]3[CH:30]=[CH:29][CH:28]=[C:27]([N:31]4[CH2:36][CH2:35][O:34][CH2:33][CH2:32]4)[CH:26]=3)=[N:22]2)=[CH:17][CH:16]=1.N1(C2C=C(N)C=CC=2)CCOCC1.C(N(CC)C(C)C)(C)C, predict the reaction product. The product is: [Br:14][C:15]1[N:23]2[C:18]([CH:19]=[N:20][C:21]([NH:24][C:25]3[CH:30]=[CH:29][CH:28]=[C:27]([N:31]4[CH2:36][CH2:35][O:34][CH2:33][CH2:32]4)[CH:26]=3)=[N:22]2)=[CH:17][CH:16]=1. (2) Given the reactants [CH:1]1([N:5]2[CH2:11][CH2:10][C:9]3[CH:12]=[C:13]([OH:16])[CH:14]=[CH:15][C:8]=3[CH2:7][CH2:6]2)[CH2:4][CH2:3][CH2:2]1.Cl[C:18]1[N:23]=[N:22][C:21]([C:24]([N:26]2[CH2:31][CH2:30][O:29][CH2:28][CH2:27]2)=[O:25])=[CH:20][CH:19]=1.C(=O)([O-])[O-].[K+].[K+], predict the reaction product. The product is: [CH:1]1([N:5]2[CH2:6][CH2:7][C:8]3[CH:15]=[CH:14][C:13]([O:16][C:18]4[N:23]=[N:22][C:21]([C:24]([N:26]5[CH2:27][CH2:28][O:29][CH2:30][CH2:31]5)=[O:25])=[CH:20][CH:19]=4)=[CH:12][C:9]=3[CH2:10][CH2:11]2)[CH2:4][CH2:3][CH2:2]1. (3) Given the reactants C([O:5][C:6](=[O:53])[CH2:7][N:8]1[CH2:16][CH2:15][N:14]([CH2:17][C:18]([O:20]C(C)(C)C)=[O:19])[CH2:13][CH2:12][N:11]([CH2:25][CH:26]([NH:37][CH:38](C(OC(C)(C)C)=O)[C:39]([O:41]C(C)(C)C)=[O:40])[CH2:27][CH2:28][CH2:29][C:30]2[CH:35]=[CH:34][C:33]([NH2:36])=[CH:32][CH:31]=2)[CH2:10][CH2:9]1)(C)(C)C.Cl.CC[O:57][CH2:58][CH3:59].[O:60]1CCOCC1, predict the reaction product. The product is: [NH2:36][C:33]1[CH:34]=[CH:35][C:30]([CH2:29][CH2:28][CH2:27][CH:26]([N:37]([CH2:59][C:58]([OH:57])=[O:60])[CH2:38][C:39]([OH:41])=[O:40])[CH2:25][N:11]2[CH2:10][CH2:9][N:8]([CH2:7][C:6]([OH:53])=[O:5])[CH2:16][CH2:15][N:14]([CH2:17][C:18]([OH:20])=[O:19])[CH2:13][CH2:12]2)=[CH:31][CH:32]=1. (4) Given the reactants [OH:1][C:2]1[CH:3]=[C:4]2[C:8](=[CH:9][C:10]=1[O:11][CH3:12])[C:7](=[O:13])[CH2:6][C:5]2([CH3:15])[CH3:14].C(N(C(C)C)CC)(C)C.[CH3:25][Si:26]([CH2:29][CH2:30][O:31][CH2:32]Cl)([CH3:28])[CH3:27], predict the reaction product. The product is: [CH3:12][O:11][C:10]1[CH:9]=[C:8]2[C:4]([C:5]([CH3:15])([CH3:14])[CH2:6][C:7]2=[O:13])=[CH:3][C:2]=1[O:1][CH2:32][O:31][CH2:30][CH2:29][Si:26]([CH3:28])([CH3:27])[CH3:25]. (5) Given the reactants [H-].[Al+3].[Li+].[H-].[H-].[H-].[N:7]1([C:13]2[N:18]=[CH:17][C:16]([NH:19][C:20]([CH:22]3[CH2:27][CH2:26][N:25]([C:28]([C:30]4[CH:35]=[CH:34][C:33]([C:36]([F:39])([F:38])[F:37])=[CH:32][CH:31]=4)=O)[CH2:24][CH2:23]3)=O)=[CH:15][CH:14]=2)[CH2:12][CH2:11][O:10][CH2:9][CH2:8]1, predict the reaction product. The product is: [N:7]1([C:13]2[N:18]=[CH:17][C:16]([NH:19][CH2:20][CH:22]3[CH2:27][CH2:26][N:25]([CH2:28][C:30]4[CH:31]=[CH:32][C:33]([C:36]([F:39])([F:38])[F:37])=[CH:34][CH:35]=4)[CH2:24][CH2:23]3)=[CH:15][CH:14]=2)[CH2:12][CH2:11][O:10][CH2:9][CH2:8]1. (6) The product is: [CH3:8][C:6]1[CH:7]=[C:2]([C:10]([CH3:14])=[CH2:9])[N:3]=[N:4][CH:5]=1. Given the reactants Cl[C:2]1[N:3]=[N:4][CH:5]=[C:6]([CH3:8])[CH:7]=1.[CH3:9][C:10]1(C)[C:14](C)(C)OB(C(C)=C)O1.C(=O)([O-])[O-].[Na+].[Na+], predict the reaction product. (7) Given the reactants [CH3:1][O:2][C:3]1[CH:4]=[C:5]2[C:10](=[CH:11][CH:12]=1)[N+:9]([O-])=[CH:8][CH:7]=[CH:6]2.ClC(OC)=O.[CH3:19][O:20][C:21]1[CH:22]=[C:23]([Mg]Br)[CH:24]=[CH:25][CH:26]=1, predict the reaction product. The product is: [CH3:1][O:2][C:3]1[CH:4]=[C:5]2[C:10](=[CH:11][CH:12]=1)[N:9]=[C:8]([C:25]1[CH:24]=[CH:23][CH:22]=[C:21]([O:20][CH3:19])[CH:26]=1)[CH:7]=[CH:6]2. (8) The product is: [Cl:18][C:7]1[CH:6]=[C:5]([C:13]([NH:25][CH2:24][CH2:23][N:22]([CH2:26][CH3:27])[CH2:20][CH3:21])=[O:15])[C:4]2[C:9](=[CH:10][CH:11]=[C:2]([I:1])[CH:3]=2)[N:8]=1. Given the reactants [I:1][C:2]1[CH:3]=[C:4]2[C:9](=[CH:10][CH:11]=1)[NH:8][C:7](=O)[CH:6]=[C:5]2[C:13]([OH:15])=O.S(Cl)([Cl:18])=O.[CH2:20]([N:22]([CH2:26][CH3:27])[CH2:23][CH2:24][NH2:25])[CH3:21], predict the reaction product.